Dataset: Reaction yield outcomes from USPTO patents with 853,638 reactions. Task: Predict the reaction yield, written as a fraction of the theoretical maximum amount of product (1.0 means a 100% yield; for example, 0.34 means a 34% yield). The reactants are Cl[C:2]1[CH:7]=[C:6]([Cl:8])[N:5]=[CH:4][N:3]=1.[F:9][C:10]1[CH:11]=[CH:12][C:13]([OH:37])=[C:14]([CH:36]=1)[CH2:15][NH:16][C:17]([NH:19][C:20]1[N:24]([C:25]2[CH:30]=[CH:29][C:28]([CH3:31])=[CH:27][CH:26]=2)[N:23]=[C:22]([C:32]([CH3:35])([CH3:34])[CH3:33])[CH:21]=1)=[O:18].[OH-].[Na+].[Cl-].[NH4+]. The catalyst is CN(C=O)C. The product is [Cl:8][C:6]1[N:5]=[CH:4][N:3]=[C:2]([O:37][C:13]2[CH:12]=[CH:11][C:10]([F:9])=[CH:36][C:14]=2[CH2:15][NH:16][C:17]([NH:19][C:20]2[N:24]([C:25]3[CH:26]=[CH:27][C:28]([CH3:31])=[CH:29][CH:30]=3)[N:23]=[C:22]([C:32]([CH3:34])([CH3:35])[CH3:33])[CH:21]=2)=[O:18])[CH:7]=1. The yield is 0.750.